From a dataset of Reaction yield outcomes from USPTO patents with 853,638 reactions. Predict the reaction yield, written as a fraction of the theoretical maximum amount of product (1.0 means a 100% yield; for example, 0.34 means a 34% yield). The reactants are [CH3:1][C:2]1[C:3]([CH2:9][N:10]([CH:21]2[CH2:26][CH2:25][NH:24][CH2:23][CH2:22]2)[CH:11]2[C:20]3[N:19]=[CH:18][CH:17]=[CH:16][C:15]=3[CH2:14][CH2:13][CH2:12]2)=[N:4][CH:5]=[C:6]([CH3:8])[CH:7]=1.C1([O:33][C:34]([NH:36][OH:37])=O)C=CC=CC=1. The catalyst is C1COCC1. The product is [OH:37][NH:36][C:34]([N:24]1[CH2:23][CH2:22][CH:21]([N:10]([CH2:9][C:3]2[C:2]([CH3:1])=[CH:7][C:6]([CH3:8])=[CH:5][N:4]=2)[CH:11]2[C:20]3[N:19]=[CH:18][CH:17]=[CH:16][C:15]=3[CH2:14][CH2:13][CH2:12]2)[CH2:26][CH2:25]1)=[O:33]. The yield is 0.340.